This data is from CYP1A2 inhibition data for predicting drug metabolism from PubChem BioAssay. The task is: Regression/Classification. Given a drug SMILES string, predict its absorption, distribution, metabolism, or excretion properties. Task type varies by dataset: regression for continuous measurements (e.g., permeability, clearance, half-life) or binary classification for categorical outcomes (e.g., BBB penetration, CYP inhibition). Dataset: cyp1a2_veith. (1) The compound is C[C@@H](Cc1ccccc1)Nc1ncnc2c1ncn2[C@@H]1O[C@@H](CO)[C@H](O)[C@@H]1O. The result is 0 (non-inhibitor). (2) The molecule is OC[C@@H]1O[C@@H](n2cnc3c(N[C@H]4CCC[C@@H]4O)ncnc32)[C@H](O)[C@H]1O. The result is 0 (non-inhibitor). (3) The molecule is O=c1c2c(-c3cccs3)csc2[nH]c(=S)n1-c1ccccc1. The result is 1 (inhibitor). (4) The drug is CCCOc1ccc(CSC(CC(=O)O)C(=O)O)cc1. The result is 0 (non-inhibitor). (5) The result is 1 (inhibitor). The molecule is COc1ncc2nc(-c3ccccc3)c(=O)n(C[C@H]3CCCO3)c2n1. (6) The drug is C[C@H](O)C(=O)Nc1c(I)c(C(=O)NC(CO)CO)c(I)c(C(=O)NC(CO)CO)c1I. The result is 0 (non-inhibitor).